Dataset: Forward reaction prediction with 1.9M reactions from USPTO patents (1976-2016). Task: Predict the product of the given reaction. Given the reactants Br[CH2:2][C:3]1[CH:8]=[CH:7][C:6]([S:9][CH3:10])=[CH:5][CH:4]=1.[CH:11]1([C@@H:15]([NH2:17])[CH3:16])[CH2:14][CH2:13][CH2:12]1.Cl.OC1(C(=N)OCC)C2C(=C(OC)C=CC=2)CC1.CCN(C(C)C)C(C)C, predict the reaction product. The product is: [CH:11]1([C@@H:15]([NH:17][CH2:2][C:3]2[CH:8]=[CH:7][C:6]([S:9][CH3:10])=[CH:5][CH:4]=2)[CH3:16])[CH2:14][CH2:13][CH2:12]1.